Dataset: Full USPTO retrosynthesis dataset with 1.9M reactions from patents (1976-2016). Task: Predict the reactants needed to synthesize the given product. (1) Given the product [CH2:1]([O:8][C:9]1[CH:10]=[C:11]2[C:15](=[CH:16][CH:17]=1)[CH2:14][CH:13]([CH:18]([O:19][Si:29]([C:26]([CH3:28])([CH3:27])[CH3:25])([CH3:31])[CH3:30])[C:20]1[O:21][CH:22]=[CH:23][N:24]=1)[CH2:12]2)[C:2]1[CH:7]=[CH:6][CH:5]=[CH:4][CH:3]=1, predict the reactants needed to synthesize it. The reactants are: [CH2:1]([O:8][C:9]1[CH:10]=[C:11]2[C:15](=[CH:16][CH:17]=1)[CH2:14][CH:13]([C:18]([C:20]1[O:21][CH:22]=[CH:23][N:24]=1)=[O:19])[CH2:12]2)[C:2]1[CH:7]=[CH:6][CH:5]=[CH:4][CH:3]=1.[CH3:25][C:26]([Si:29](Cl)([CH3:31])[CH3:30])([CH3:28])[CH3:27].N1C=CN=C1. (2) Given the product [C:1]([O:5][C:6](=[O:38])[NH:7][C@@H:8]1[C@@H:13]([OH:14])[C@H:12]([CH2:15][C:16]2[CH:21]=[C:20]([F:22])[C:19]([NH:23][C:24]([O:26][CH2:27][C:28]3[CH:33]=[CH:32][CH:31]=[CH:30][CH:29]=3)=[O:25])=[C:18]([CH2:34][CH2:35][CH2:36][CH3:37])[CH:17]=2)[CH2:11][S:10][CH2:9]1)([CH3:4])([CH3:3])[CH3:2], predict the reactants needed to synthesize it. The reactants are: [C:1]([O:5][C:6](=[O:38])[NH:7][C@@H:8]1[C:13](=[O:14])[C@H:12]([CH2:15][C:16]2[CH:21]=[C:20]([F:22])[C:19]([NH:23][C:24]([O:26][CH2:27][C:28]3[CH:33]=[CH:32][CH:31]=[CH:30][CH:29]=3)=[O:25])=[C:18]([CH2:34][CH2:35][CH2:36][CH3:37])[CH:17]=2)[CH2:11][S:10][CH2:9]1)([CH3:4])([CH3:3])[CH3:2].C1(C)C=CC=CC=1.CCOC(C)=O.N. (3) Given the product [Cl:1][C:2]1[C:7]([Cl:8])=[CH:6][CH:5]=[CH:4][C:3]=1[N:9]1[CH2:10][CH2:11][N:12]([CH2:15][CH2:16][CH2:17][CH2:18][O:19][C:20]2[CH:29]=[C:28]3[C:23]([CH2:24][CH2:25][C:26](=[O:36])[N:27]3[C:30]([O:32][CH:33]([O:41][C:37](=[O:42])[CH2:38][CH2:39][CH3:40])[CH3:34])=[O:31])=[CH:22][CH:21]=2)[CH2:13][CH2:14]1, predict the reactants needed to synthesize it. The reactants are: [Cl:1][C:2]1[C:7]([Cl:8])=[CH:6][CH:5]=[CH:4][C:3]=1[N:9]1[CH2:14][CH2:13][N:12]([CH2:15][CH2:16][CH2:17][CH2:18][O:19][C:20]2[CH:29]=[C:28]3[C:23]([CH2:24][CH2:25][C:26](=[O:36])[N:27]3[C:30]([O:32][CH:33](Cl)[CH3:34])=[O:31])=[CH:22][CH:21]=2)[CH2:11][CH2:10]1.[C:37]([OH:42])(=[O:41])[CH2:38][CH2:39][CH3:40].C(N(C(C)C)C(C)C)C.